This data is from Full USPTO retrosynthesis dataset with 1.9M reactions from patents (1976-2016). The task is: Predict the reactants needed to synthesize the given product. Given the product [ClH:1].[ClH:1].[Cl:1][C:2]1[CH:3]=[C:4]([CH:7]=[C:8]([O:10][C:11]2[C:19]3[N:18]=[CH:17][N:16]([CH2:22][C:23]4[C:31]5[C:26](=[N:27][CH:28]=[CH:29][CH:30]=5)[NH:25][N:24]=4)[C:15]=3[CH:14]=[CH:13][C:12]=2[Cl:20])[CH:9]=1)[C:5]#[N:6], predict the reactants needed to synthesize it. The reactants are: [Cl:1][C:2]1[CH:3]=[C:4]([CH:7]=[C:8]([O:10][C:11]2[C:19]3[N:18]=[CH:17][NH:16][C:15]=3[CH:14]=[CH:13][C:12]=2[Cl:20])[CH:9]=1)[C:5]#[N:6].Br[CH2:22][C:23]1[C:31]2[C:26](=[N:27][CH:28]=[CH:29][CH:30]=2)[N:25](C(OC(C)(C)C)=O)[N:24]=1.C(=O)([O-])[O-].[Cs+].[Cs+].